From a dataset of Peptide-MHC class I binding affinity with 185,985 pairs from IEDB/IMGT. Regression. Given a peptide amino acid sequence and an MHC pseudo amino acid sequence, predict their binding affinity value. This is MHC class I binding data. (1) The peptide sequence is APIEHIASM. The MHC is HLA-B58:01 with pseudo-sequence HLA-B58:01. The binding affinity (normalized) is 0.0847. (2) The peptide sequence is IPVRRGYTT. The MHC is HLA-A02:03 with pseudo-sequence HLA-A02:03. The binding affinity (normalized) is 0.0847. (3) The MHC is Mamu-A01 with pseudo-sequence Mamu-A01. The binding affinity (normalized) is 0. The peptide sequence is STSRHKKL. (4) The peptide sequence is RYRQVLSPL. The MHC is HLA-C07:01 with pseudo-sequence HLA-C07:01. The binding affinity (normalized) is 0.0847. (5) The peptide sequence is TMGPHPAGV. The MHC is HLA-B27:03 with pseudo-sequence HLA-B27:03. The binding affinity (normalized) is 0.0847. (6) The peptide sequence is KHDFIDNPL. The MHC is HLA-A23:01 with pseudo-sequence HLA-A23:01. The binding affinity (normalized) is 0.0847. (7) The peptide sequence is RPPIFIRRL. The MHC is HLA-B45:01 with pseudo-sequence HLA-B45:01. The binding affinity (normalized) is 0.